Dataset: HIV replication inhibition screening data with 41,000+ compounds from the AIDS Antiviral Screen. Task: Binary Classification. Given a drug SMILES string, predict its activity (active/inactive) in a high-throughput screening assay against a specified biological target. (1) The drug is CC(=O)N1C(Nc2cccc3nc(C)ccc23)CCN1c1ccccc1. The result is 0 (inactive). (2) The compound is O=C1Nc2ccccc2C1S(=O)(=O)c1ccccc1. The result is 0 (inactive).